Dataset: Forward reaction prediction with 1.9M reactions from USPTO patents (1976-2016). Task: Predict the product of the given reaction. (1) Given the reactants [C:1](#[N:5])[CH2:2][C:3]#[N:4].[CH2:6](N(CC)CC)C.[Cl:13][C:14]1[CH:19]=[CH:18][C:17]([N:20]=[C:21]=[S:22])=[CH:16][CH:15]=1.CI, predict the reaction product. The product is: [Cl:13][C:14]1[CH:19]=[CH:18][C:17]([NH:20][C:21](=[C:2]([C:1]#[N:5])[C:3]#[N:4])[S:22][CH3:6])=[CH:16][CH:15]=1. (2) Given the reactants I[C:2]1[CH:7]=[CH:6][C:5]([O:8][CH2:9][O:10][CH3:11])=[CH:4][CH:3]=1.C(N(CC)CC)C.[CH3:19][Si:20]([C:23]#[CH:24])([CH3:22])[CH3:21], predict the reaction product. The product is: [CH3:19][Si:20]([CH3:22])([CH3:21])[C:23]#[C:24][C:2]1[CH:7]=[CH:6][C:5]([O:8][CH2:9][O:10][CH3:11])=[CH:4][CH:3]=1. (3) Given the reactants [Cl:1][C:2]1[CH:29]=[CH:28][C:5]([CH2:6][N:7]([C:17]2[CH:26]=[C:25]3[C:20]([CH2:21][CH2:22][NH:23][C:24]3=[O:27])=[CH:19][CH:18]=2)[S:8]([C:11]2[CH:15]=[CH:14][N:13]([CH3:16])[N:12]=2)(=[O:10])=[O:9])=[CH:4][CH:3]=1.[H-].[Na+].I[CH2:33][CH3:34], predict the reaction product. The product is: [Cl:1][C:2]1[CH:3]=[CH:4][C:5]([CH2:6][N:7]([C:17]2[CH:26]=[C:25]3[C:20]([CH2:21][CH2:22][N:23]([CH2:33][CH3:34])[C:24]3=[O:27])=[CH:19][CH:18]=2)[S:8]([C:11]2[CH:15]=[CH:14][N:13]([CH3:16])[N:12]=2)(=[O:9])=[O:10])=[CH:28][CH:29]=1. (4) The product is: [CH2:25]([S:22]([C:18]1[CH:17]=[C:16]([C:5]2[C:6]3[C:14]4[CH:13]=[C:12]([CH3:15])[CH:11]=[N:10][C:9]=4[NH:8][C:7]=3[C:2]([C:27]#[N:28])=[N:3][CH:4]=2)[CH:21]=[CH:20][CH:19]=1)(=[O:24])=[O:23])[CH3:26]. Given the reactants Cl[C:2]1[C:7]2[NH:8][C:9]3[C:14]([C:6]=2[C:5]([C:16]2[CH:21]=[CH:20][CH:19]=[C:18]([S:22]([CH2:25][CH3:26])(=[O:24])=[O:23])[CH:17]=2)=[CH:4][N:3]=1)=[CH:13][C:12]([CH3:15])=[CH:11][N:10]=3.[CH3:27][N:28](C=O)C, predict the reaction product. (5) Given the reactants [CH2:1]([N:8]1[CH2:13][CH:12]2[C@@:10]([CH2:14][OH:15])([CH2:11]2)[C@@H:9]1[C:16]1[CH:21]=[CH:20][CH:19]=[CH:18][CH:17]=1)[C:2]1[CH:7]=[CH:6][CH:5]=[CH:4][CH:3]=1.CC(C)=[O:24].OS(O)(=O)=O.O=[Cr](=O)=O, predict the reaction product. The product is: [CH2:1]([N:8]1[CH2:13][CH:12]2[C@@:10]([C:14]([OH:24])=[O:15])([CH2:11]2)[C@@H:9]1[C:16]1[CH:21]=[CH:20][CH:19]=[CH:18][CH:17]=1)[C:2]1[CH:3]=[CH:4][CH:5]=[CH:6][CH:7]=1. (6) Given the reactants C[O:2][C:3](=[O:34])[C@@H:4]([O:6][C:7]1[CH:12]=[CH:11][C:10]([CH2:13][NH:14][C:15]([C:17]2[C:18]([O:23][C:24]3[CH:32]=[CH:31][C:27]4[O:28][CH2:29][O:30][C:26]=4[CH:25]=3)=[N:19][CH:20]=[CH:21][CH:22]=2)=[O:16])=[C:9]([F:33])[CH:8]=1)[CH3:5].COC(=O)COC1C=CC(CNC(C2C(OC3C=CC4OCOC=4C=3)=NC=CC=2)=O)=C(F)C=1, predict the reaction product. The product is: [O:28]1[C:27]2[CH:31]=[CH:32][C:24]([O:23][C:18]3[C:17]([C:15]([NH:14][CH2:13][C:10]4[CH:11]=[CH:12][C:7]([O:6][C@@H:4]([CH3:5])[C:3]([OH:34])=[O:2])=[CH:8][C:9]=4[F:33])=[O:16])=[CH:22][CH:21]=[CH:20][N:19]=3)=[CH:25][C:26]=2[O:30][CH2:29]1.